Dataset: Forward reaction prediction with 1.9M reactions from USPTO patents (1976-2016). Task: Predict the product of the given reaction. (1) Given the reactants [F:1][C@:2]([CH3:29])([C:6]([NH:8][C@@H:9]1[C:15](=[O:16])[N:14]([CH2:17][CH2:18][O:19][CH3:20])[C:13]2[CH:21]=[CH:22][CH:23]=[CH:24][C:12]=2[C:11]2[CH:25]=[CH:26][CH:27]=[CH:28][C:10]1=2)=[O:7])[C:3]([OH:5])=O.[F:30][C:31]([F:38])([C:34]([F:37])([F:36])[F:35])[CH2:32][NH2:33], predict the reaction product. The product is: [F:1][C@@:2]([CH3:29])([C:3]([NH:33][CH2:32][C:31]([F:38])([F:30])[C:34]([F:37])([F:36])[F:35])=[O:5])[C:6]([NH:8][C@@H:9]1[C:15](=[O:16])[N:14]([CH2:17][CH2:18][O:19][CH3:20])[C:13]2[CH:21]=[CH:22][CH:23]=[CH:24][C:12]=2[C:11]2[CH:25]=[CH:26][CH:27]=[CH:28][C:10]1=2)=[O:7]. (2) Given the reactants [F:1][C:2]1[CH:7]=[CH:6][C:5]([C:8]2[C:16]3[C:11](=[N:12][CH:13]=[CH:14][C:15]=3[C:17]3[CH:21]=[CH:20][S:19][CH:18]=3)[N:10](S(C3C=CC(C)=CC=3)(=O)=O)[N:9]=2)=[C:4]([O:32][CH3:33])[CH:3]=1.C(=O)([O-])[O-].[K+].[K+], predict the reaction product. The product is: [F:1][C:2]1[CH:7]=[CH:6][C:5]([C:8]2[C:16]3[C:11](=[N:12][CH:13]=[CH:14][C:15]=3[C:17]3[CH:21]=[CH:20][S:19][CH:18]=3)[NH:10][N:9]=2)=[C:4]([O:32][CH3:33])[CH:3]=1. (3) Given the reactants [Br:1][C:2]1[CH:3]=[C:4]([NH:8][C:9]([NH2:11])=[S:10])[CH:5]=[CH:6][CH:7]=1.BrBr, predict the reaction product. The product is: [NH2:11][C:9]1[S:10][C:5]2[CH:6]=[CH:7][C:2]([Br:1])=[CH:3][C:4]=2[N:8]=1.